This data is from Forward reaction prediction with 1.9M reactions from USPTO patents (1976-2016). The task is: Predict the product of the given reaction. Given the reactants CSC1[CH:8]=[CH:7][C:6]([NH:9][S:10]([NH:13][CH:14]([CH3:16])[CH3:15])(=[O:12])=[O:11])=[CH:5][CH:4]=1.[CH3:17][S:18]([OH:21])(=O)=[O:19].O1C[CH2:26][CH2:25]OO1.Cl[CH2:29]Cl, predict the reaction product. The product is: [CH2:25]([S:18]([C:17]1[CH:8]=[CH:7][C:6]2[NH:9][S:10](=[O:11])(=[O:12])[N:13]([CH:14]([CH3:15])[CH3:16])[CH2:29][C:5]=2[CH:4]=1)(=[O:21])=[O:19])[CH3:26].